This data is from NCI-60 drug combinations with 297,098 pairs across 59 cell lines. The task is: Regression. Given two drug SMILES strings and cell line genomic features, predict the synergy score measuring deviation from expected non-interaction effect. Drug 1: CN1C(=O)N2C=NC(=C2N=N1)C(=O)N. Drug 2: CCC1=C2CN3C(=CC4=C(C3=O)COC(=O)C4(CC)O)C2=NC5=C1C=C(C=C5)O. Cell line: A498. Synergy scores: CSS=16.2, Synergy_ZIP=-1.99, Synergy_Bliss=0.892, Synergy_Loewe=-91.8, Synergy_HSA=-1.84.